Dataset: Forward reaction prediction with 1.9M reactions from USPTO patents (1976-2016). Task: Predict the product of the given reaction. Given the reactants [C:1]([C:9]1[C:14](=O)[CH:13]=[C:12]([CH3:16])[NH:11][C:10]=1[CH3:17])(=[O:8])[C:2]1[CH:7]=[CH:6][CH:5]=[CH:4][CH:3]=1.P(Cl)(Cl)([Cl:20])=O, predict the reaction product. The product is: [Cl:20][C:14]1[CH:13]=[C:12]([CH3:16])[N:11]=[C:10]([CH3:17])[C:9]=1[C:1]([C:2]1[CH:7]=[CH:6][CH:5]=[CH:4][CH:3]=1)=[O:8].